This data is from Peptide-MHC class I binding affinity with 185,985 pairs from IEDB/IMGT. The task is: Regression. Given a peptide amino acid sequence and an MHC pseudo amino acid sequence, predict their binding affinity value. This is MHC class I binding data. (1) The peptide sequence is IVHVDHECF. The MHC is HLA-B57:01 with pseudo-sequence HLA-B57:01. The binding affinity (normalized) is 0.358. (2) The peptide sequence is TLFIGSHVV. The MHC is HLA-A02:02 with pseudo-sequence HLA-A02:02. The binding affinity (normalized) is 1.00. (3) The peptide sequence is RYTRRISLF. The MHC is HLA-A30:01 with pseudo-sequence HLA-A30:01. The binding affinity (normalized) is 0.290. (4) The MHC is HLA-B35:01 with pseudo-sequence HLA-B35:01. The peptide sequence is WHTTKGAAL. The binding affinity (normalized) is 0.0847. (5) The peptide sequence is EWAMEKSSK. The MHC is HLA-A24:02 with pseudo-sequence HLA-A24:02. The binding affinity (normalized) is 0. (6) The binding affinity (normalized) is 0.213. The MHC is HLA-B83:01 with pseudo-sequence HLA-B83:01. The peptide sequence is FTFDLTALK. (7) The binding affinity (normalized) is 0.213. The MHC is HLA-B07:02 with pseudo-sequence HLA-B07:02. The peptide sequence is YQEPPAHGL.